The task is: Regression. Given two drug SMILES strings and cell line genomic features, predict the synergy score measuring deviation from expected non-interaction effect.. This data is from Merck oncology drug combination screen with 23,052 pairs across 39 cell lines. (1) Drug 1: CS(=O)(=O)CCNCc1ccc(-c2ccc3ncnc(Nc4ccc(OCc5cccc(F)c5)c(Cl)c4)c3c2)o1. Drug 2: CNC(=O)c1cc(Oc2ccc(NC(=O)Nc3ccc(Cl)c(C(F)(F)F)c3)cc2)ccn1. Cell line: OVCAR3. Synergy scores: synergy=-6.43. (2) Drug 1: COc1cccc2c1C(=O)c1c(O)c3c(c(O)c1C2=O)CC(O)(C(=O)CO)CC3OC1CC(N)C(O)C(C)O1. Drug 2: C#Cc1cccc(Nc2ncnc3cc(OCCOC)c(OCCOC)cc23)c1. Cell line: RPMI7951. Synergy scores: synergy=-7.20. (3) Drug 1: CC(C)CC(NC(=O)C(Cc1ccccc1)NC(=O)c1cnccn1)B(O)O. Drug 2: CCc1c2c(nc3ccc(O)cc13)-c1cc3c(c(=O)n1C2)COC(=O)C3(O)CC. Cell line: UACC62. Synergy scores: synergy=-12.1. (4) Drug 1: O=C(NOCC(O)CO)c1ccc(F)c(F)c1Nc1ccc(I)cc1F. Drug 2: Cn1c(=O)n(-c2ccc(C(C)(C)C#N)cc2)c2c3cc(-c4cnc5ccccc5c4)ccc3ncc21. Cell line: COLO320DM. Synergy scores: synergy=25.8. (5) Drug 1: CN1C(=O)C=CC2(C)C3CCC4(C)C(NC(=O)OCC(F)(F)F)CCC4C3CCC12. Drug 2: CC(C)CC(NC(=O)C(Cc1ccccc1)NC(=O)c1cnccn1)B(O)O. Cell line: OV90. Synergy scores: synergy=-10.1. (6) Drug 1: O=S1(=O)NC2(CN1CC(F)(F)F)C1CCC2Cc2cc(C=CCN3CCC(C(F)(F)F)CC3)ccc2C1. Drug 2: Cn1c(=O)n(-c2ccc(C(C)(C)C#N)cc2)c2c3cc(-c4cnc5ccccc5c4)ccc3ncc21. Cell line: SKMES1. Synergy scores: synergy=24.4. (7) Drug 1: Nc1ccn(C2OC(CO)C(O)C2(F)F)c(=O)n1. Drug 2: O=C(NOCC(O)CO)c1ccc(F)c(F)c1Nc1ccc(I)cc1F. Cell line: SKMEL30. Synergy scores: synergy=5.94.